From a dataset of Reaction yield outcomes from USPTO patents with 853,638 reactions. Predict the reaction yield, written as a fraction of the theoretical maximum amount of product (1.0 means a 100% yield; for example, 0.34 means a 34% yield). (1) The reactants are [OH:1][C:2]([CH3:35])([CH3:34])[CH2:3][C@@:4]1([C:28]2[CH:33]=[CH:32][CH:31]=[CH:30][CH:29]=2)[O:9][C:8](=[O:10])[N:7]([C@H:11]([C:13]2[CH:18]=[CH:17][C:16](B3OC(C)(C)C(C)(C)O3)=[CH:15][CH:14]=2)[CH3:12])[CH2:6][CH2:5]1.Br[C:37]1[CH:38]=[CH:39][C:40](=[O:46])[N:41]([CH:43]2[CH2:45][CH2:44]2)[CH:42]=1.C([O-])([O-])=O.[Cs+].[Cs+].C(Cl)Cl. The catalyst is O1CCOCC1.C1C=CC(P(C2C=CC=CC=2)[C-]2C=CC=C2)=CC=1.C1C=CC(P(C2C=CC=CC=2)[C-]2C=CC=C2)=CC=1.Cl[Pd]Cl.[Fe+2]. The product is [CH:43]1([N:41]2[C:40](=[O:46])[CH:39]=[CH:38][C:37]([C:16]3[CH:15]=[CH:14][C:13]([C@@H:11]([N:7]4[CH2:6][CH2:5][C@:4]([CH2:3][C:2]([OH:1])([CH3:34])[CH3:35])([C:28]5[CH:33]=[CH:32][CH:31]=[CH:30][CH:29]=5)[O:9][C:8]4=[O:10])[CH3:12])=[CH:18][CH:17]=3)=[CH:42]2)[CH2:45][CH2:44]1. The yield is 0.740. (2) The reactants are [OH:1][CH2:2][CH2:3][CH2:4][CH2:5][CH2:6][CH2:7][CH2:8][CH2:9][CH2:10][CH2:11][CH2:12][P:13](=[O:20])([O:17][CH2:18][CH3:19])[O:14][CH2:15][CH3:16].C(N(CC)CC)C.[Br:28][C:29]([CH3:34])([CH3:33])[C:30](Br)=[O:31]. The catalyst is C(Cl)Cl.C(OCC)(=O)C. The product is [CH2:18]([O:17][P:13]([CH2:12][CH2:11][CH2:10][CH2:9][CH2:8][CH2:7][CH2:6][CH2:5][CH2:4][CH2:3][CH2:2][O:1][C:30](=[O:31])[C:29]([Br:28])([CH3:34])[CH3:33])([O:14][CH2:15][CH3:16])=[O:20])[CH3:19]. The yield is 0.750. (3) No catalyst specified. The product is [CH2:1]([O:8][C:9]([C:11]1[O:12][C:13](/[CH:16]=[C:17](\[CH3:19])/[CH2:18][CH2:31][C:21]([O:25][CH2:26][CH3:27])=[O:22])=[CH:14][CH:15]=1)=[O:10])[C:2]1[CH:7]=[CH:6][CH:5]=[CH:4][CH:3]=1. The yield is 0.350. The reactants are [CH2:1]([O:8][C:9]([C:11]1[O:12][C:13]([CH:16](O)[C:17]([CH3:19])=[CH2:18])=[CH:14][CH:15]=1)=[O:10])[C:2]1[CH:7]=[CH:6][CH:5]=[CH:4][CH:3]=1.[CH:21](OCC)([O:25][CH2:26][CH3:27])[O:22]CC.[C:31](O)(=O)CC. (4) The reactants are [CH3:1][N:2]([CH3:24])[CH2:3][CH2:4][C:5]1[C:13]2[C:8](=[CH:9][CH:10]=[C:11]([CH2:14][C@H:15]3[CH2:19][O:18][C:17](=[O:20])[NH:16]3)[CH:12]=2)[NH:7][C:6]=1C(O)=O.C(=O)=O.C(O)(=O)CCC(O)=O. The catalyst is N1C2C(=CC=CC=2)C=CC=1. The product is [CH3:1][N:2]([CH2:3][CH2:4][C:5]1[C:13]2[CH:12]=[C:11]([CH2:14][C@@H:15]3[NH:16][C:17](=[O:20])[O:18][CH2:19]3)[CH:10]=[CH:9][C:8]=2[NH:7][CH:6]=1)[CH3:24]. The yield is 0.900. (5) The reactants are [F:1][C:2]1[CH:7]=[CH:6][CH:5]=[CH:4][C:3]=1[C:8]1[CH:12]=[CH:11][NH:10][N:9]=1.IC.[OH-].[Na+].F[C:18]1C=CC=CC=1C1C=CN(C)N=1. The catalyst is CO.[N+](CCCC)(CCCC)(CCCC)CCCC.[Br-]. The product is [F:1][C:2]1[CH:7]=[CH:6][CH:5]=[CH:4][C:3]=1[C:8]1[N:9]([CH3:18])[N:10]=[CH:11][CH:12]=1. The yield is 0.720. (6) The reactants are [O:1]([C:8]1[CH:9]=[CH:10][C:11]([NH:14][C:15]([NH2:17])=[S:16])=[N:12][CH:13]=1)[C:2]1[CH:7]=[CH:6][CH:5]=[CH:4][CH:3]=1.Cl[CH2:19][C:20](=O)[CH2:21][O:22][C:23](=[O:25])[CH3:24]. The product is [O:1]([C:8]1[CH:9]=[CH:10][C:11]([NH:14][C:15]2[S:16][CH:19]=[C:20]([CH2:21][O:22][C:23](=[O:25])[CH3:24])[N:17]=2)=[N:12][CH:13]=1)[C:2]1[CH:3]=[CH:4][CH:5]=[CH:6][CH:7]=1. The catalyst is CN(C=O)C. The yield is 0.690. (7) The reactants are [CH3:1][O:2][C:3](=[O:16])[C:4]1[CH:14]=[C:13](I)[CH:12]=[C:6]([C:7]([N:9]([CH3:11])[CH3:10])=[O:8])[CH:5]=1.[CH3:17][O:18][C:19]1[CH:24]=[CH:23][CH:22]=[CH:21][C:20]=1[C:25]1[C:33]2[C:28](=[N:29][CH:30]=[C:31](B3OC(C)(C)C(C)(C)O3)[CH:32]=2)[N:27]([CH2:43][O:44][CH2:45][CH2:46][Si:47]([CH3:50])([CH3:49])[CH3:48])[N:26]=1.O. The catalyst is O1CCCC1.C(#N)C. The product is [CH3:1][O:2][C:3](=[O:16])[C:4]1[CH:14]=[C:13]([C:31]2[CH:32]=[C:33]3[C:25]([C:20]4[CH:21]=[CH:22][CH:23]=[CH:24][C:19]=4[O:18][CH3:17])=[N:26][N:27]([CH2:43][O:44][CH2:45][CH2:46][Si:47]([CH3:48])([CH3:50])[CH3:49])[C:28]3=[N:29][CH:30]=2)[CH:12]=[C:6]([C:7]([N:9]([CH3:11])[CH3:10])=[O:8])[CH:5]=1. The yield is 0.690.